From a dataset of Catalyst prediction with 721,799 reactions and 888 catalyst types from USPTO. Predict which catalyst facilitates the given reaction. Reactant: [CH3:1][O:2][C:3](=[O:30])[C@H:4]([CH2:13][C:14]1[CH:19]=[CH:18][C:17]([C:20]2[C:25]([O:26][CH3:27])=[CH:24][CH:23]=[CH:22][C:21]=2[O:28][CH3:29])=[CH:16][CH:15]=1)[NH:5]C(OC(C)(C)C)=O.[F:31][C:32]([F:37])([F:36])[C:33]([OH:35])=[O:34]. Product: [F:31][C:32]([F:37])([F:36])[C:33]([OH:35])=[O:34].[CH3:1][O:2][C:3](=[O:30])[C@H:4]([CH2:13][C:14]1[CH:15]=[CH:16][C:17]([C:20]2[C:25]([O:26][CH3:27])=[CH:24][CH:23]=[CH:22][C:21]=2[O:28][CH3:29])=[CH:18][CH:19]=1)[NH2:5]. The catalyst class is: 2.